From a dataset of TCR-epitope binding with 47,182 pairs between 192 epitopes and 23,139 TCRs. Binary Classification. Given a T-cell receptor sequence (or CDR3 region) and an epitope sequence, predict whether binding occurs between them. (1) Result: 0 (the TCR does not bind to the epitope). The epitope is EPLPQGQLTAY. The TCR CDR3 sequence is CASSLLVNTGELFF. (2) Result: 0 (the TCR does not bind to the epitope). The TCR CDR3 sequence is CASSQDSPEQFF. The epitope is LPPAYTNSF. (3) Result: 0 (the TCR does not bind to the epitope). The TCR CDR3 sequence is CASSFPVSGSYYNEQFF. The epitope is LPAADLDDF. (4) The TCR CDR3 sequence is CASSYSAGSGGYTF. Result: 0 (the TCR does not bind to the epitope). The epitope is GMFNMLSTVLGVS. (5) The epitope is FLLNKEMYL. The TCR CDR3 sequence is CAISESAVGFAYEQYF. Result: 1 (the TCR binds to the epitope). (6) The epitope is KLPDDFTGCV. The TCR CDR3 sequence is CASSHTDFSLRETQYF. Result: 1 (the TCR binds to the epitope). (7) The epitope is HTTDPSFLGRY. The TCR CDR3 sequence is RASSQQGLAGAYEQYV. Result: 1 (the TCR binds to the epitope).